This data is from Catalyst prediction with 721,799 reactions and 888 catalyst types from USPTO. The task is: Predict which catalyst facilitates the given reaction. (1) Reactant: [C:1]12([C:9](O)=[O:10])[CH2:8][CH2:7][CH:4]([CH2:5][CH2:6]1)[CH2:3][CH2:2]2.B.O1CCCC1. Product: [C:1]12([CH2:9][OH:10])[CH2:8][CH2:7][CH:4]([CH2:5][CH2:6]1)[CH2:3][CH2:2]2. The catalyst class is: 7. (2) Reactant: [O:1]=[C:2]1[NH:7][C:6]2[CH:8]=[C:9]([C:12](=[CH:15][C:16]3[CH:21]=[CH:20][CH:19]=[CH:18][CH:17]=3)[CH:13]=O)[CH:10]=[CH:11][C:5]=2[O:4][CH2:3]1.[NH2:22][C:23](=[S:30])[CH2:24][CH2:25][C:26]([O:28][CH3:29])=[O:27].Cl.CO. Product: [O:1]=[C:2]1[NH:7][C:6]2[CH:8]=[C:9]([C:12]3[CH:15]([C:16]4[CH:21]=[CH:20][CH:19]=[CH:18][CH:17]=4)[S:30][C:23]([CH2:24][CH2:25][C:26]([O:28][CH3:29])=[O:27])=[N:22][CH:13]=3)[CH:10]=[CH:11][C:5]=2[O:4][CH2:3]1. The catalyst class is: 12. (3) Reactant: [OH:1][C:2]1[CH:11]=[CH:10][CH:9]=[C:8]2[C:3]=1[CH:4]=[CH:5][C:6]([CH:12]=[O:13])=[CH:7]2.CS(O[C@H:19]1[CH2:24][CH2:23][C@@H:22]([C:25]([CH3:28])([CH3:27])[CH3:26])[CH2:21][CH2:20]1)(=O)=O.C([O-])([O-])=O.[Cs+].[Cs+]. Product: [C:25]([C@H:22]1[CH2:23][CH2:24][C@H:19]([O:1][C:2]2[CH:11]=[CH:10][CH:9]=[C:8]3[C:3]=2[CH:4]=[CH:5][C:6]([CH:12]=[O:13])=[CH:7]3)[CH2:20][CH2:21]1)([CH3:28])([CH3:27])[CH3:26]. The catalyst class is: 218. (4) Reactant: C(OC(=O)[NH:10][C@H:11]([C:23]([NH:25][CH2:26][CH2:27][C@H:28]([NH:31][C:32]([O:34][C:35]([CH3:38])([CH3:37])[CH3:36])=[O:33])[CH2:29][OH:30])=[O:24])[CH2:12][CH2:13][CH2:14][NH:15][C:16]([O:18][C:19]([CH3:22])([CH3:21])[CH3:20])=[O:17])C1C=CC=CC=1. Product: [C:19]([O:18][C:16]([NH:15][CH2:14][CH2:13][CH2:12][C@@H:11]([C:23]([NH:25][CH2:26][CH2:27][C@H:28]([NH:31][C:32]([O:34][C:35]([CH3:38])([CH3:37])[CH3:36])=[O:33])[CH2:29][OH:30])=[O:24])[NH2:10])=[O:17])([CH3:22])([CH3:21])[CH3:20]. The catalyst class is: 63. (5) Reactant: [N+:1]([C:4]1[CH:9]=[CH:8][C:7]([S:10]([C:13]2[CH:21]=[C:20]([CH3:22])[C:19]3[N:18]([CH3:23])[C:17]4[CH2:24][CH:25]5[NH:29][CH:28]([C:16]=4[C:15]=3[C:14]=2[C:30]([O:32][C:33]([CH3:36])([CH3:35])[CH3:34])=[O:31])[CH2:27][CH2:26]5)(=[O:12])=[O:11])=[CH:6][CH:5]=1)([O-])=O. Product: [NH2:1][C:4]1[CH:5]=[CH:6][C:7]([S:10]([C:13]2[CH:21]=[C:20]([CH3:22])[C:19]3[N:18]([CH3:23])[C:17]4[CH2:24][CH:25]5[NH:29][CH:28]([C:16]=4[C:15]=3[C:14]=2[C:30]([O:32][C:33]([CH3:36])([CH3:35])[CH3:34])=[O:31])[CH2:27][CH2:26]5)(=[O:11])=[O:12])=[CH:8][CH:9]=1. The catalyst class is: 29. (6) Reactant: Br[C:2]1[CH:7]=[CH:6][C:5]([C:8]2([OH:12])[CH2:11][CH2:10][CH2:9]2)=[CH:4][C:3]=1[F:13].[CH3:14][C:15]1([CH3:29])[CH2:20][O:19][B:18]([B:18]2[O:19][CH2:20][C:15]([CH3:29])([CH3:14])[CH2:16][O:17]2)[O:17][CH2:16]1.C([O-])(=O)C.[K+]. Product: [CH3:14][C:15]1([CH3:29])[CH2:20][O:19][B:18]([C:2]2[CH:7]=[CH:6][C:5]([C:8]3([OH:12])[CH2:11][CH2:10][CH2:9]3)=[CH:4][C:3]=2[F:13])[O:17][CH2:16]1. The catalyst class is: 117.